Dataset: Full USPTO retrosynthesis dataset with 1.9M reactions from patents (1976-2016). Task: Predict the reactants needed to synthesize the given product. (1) The reactants are: [C:1]([O:11][C:12]1[CH:17]=[C:16]([Cl:18])[C:15]([O:19][C:20]2[CH:25]=[CH:24][C:23]([NH2:26])=[C:22]([Br:27])[CH:21]=2)=[C:14]([Cl:28])[C:13]=1[CH2:29][CH3:30])(=[O:10])[CH:2]=CC1C=CC=CC=1.[C:31](Cl)(=[O:35])[CH:32]([CH3:34])[CH3:33]. Given the product [C:1]([O:11][C:12]1[CH:17]=[C:16]([Cl:18])[C:15]([O:19][C:20]2[CH:25]=[CH:24][C:23]([NH:26][C:31](=[O:35])[CH:32]([CH3:34])[CH3:33])=[C:22]([Br:27])[CH:21]=2)=[C:14]([Cl:28])[C:13]=1[CH2:29][CH3:30])(=[O:10])[CH3:2], predict the reactants needed to synthesize it. (2) Given the product [C:12]1([CH2:18][CH2:19][CH2:20][CH2:21][S:22][CH2:23][C:24]([C:10]2[O:11][C:7]([C:2]3[CH:3]=[CH:4][CH:5]=[CH:6][N:1]=3)=[CH:8][N:9]=2)=[O:25])[CH:17]=[CH:16][CH:15]=[CH:14][CH:13]=1, predict the reactants needed to synthesize it. The reactants are: [N:1]1[CH:6]=[CH:5][CH:4]=[CH:3][C:2]=1[C:7]1[O:11][CH:10]=[N:9][CH:8]=1.[C:12]1([CH2:18][CH2:19][CH2:20][CH2:21][S:22][CH2:23][C:24](O)=[O:25])[CH:17]=[CH:16][CH:15]=[CH:14][CH:13]=1. (3) The reactants are: [CH2:1]([O:3][CH2:4][C:5]([CH2:7][C:8]([OH:10])=[O:9])=[O:6])[CH3:2].[C:11]([O:14][CH:15]1[C:16]([O:53]C(OCC)C)([CH3:52])[CH2:17][CH2:18][CH:19](O)[CH2:20][C:21]([O:23][CH:24](/[C:29](/[CH3:50])=[CH:30]/[CH:31]=[CH:32]/[CH:33]([CH3:49])[CH2:34][CH:35]2[O:48][CH:36]2[CH:37]([CH3:47])[CH:38]([O:41]C(OCC)C)[CH2:39][CH3:40])[CH:25]([CH3:28])[CH:26]=[CH:27]1)=[O:22])(=[O:13])[CH3:12]. Given the product [C:11]([O:14][CH:15]1[C:16]([OH:53])([CH3:52])[CH2:17][CH2:18][CH:19]([O:9][C:8](=[O:10])[CH2:7][C:5](=[O:6])[CH2:4][O:3][CH2:1][CH3:2])[CH2:20][C:21]([O:23][CH:24](/[C:29](/[CH3:50])=[CH:30]/[CH:31]=[CH:32]/[CH:33]([CH3:49])[CH2:34][CH:35]2[O:48][CH:36]2[CH:37]([CH3:47])[CH:38]([OH:41])[CH2:39][CH3:40])[CH:25]([CH3:28])[CH:26]=[CH:27]1)=[O:22])(=[O:13])[CH3:12], predict the reactants needed to synthesize it.